From a dataset of Reaction yield outcomes from USPTO patents with 853,638 reactions. Predict the reaction yield, written as a fraction of the theoretical maximum amount of product (1.0 means a 100% yield; for example, 0.34 means a 34% yield). The reactants are [NH2:1][C:2]1[CH:7]=[CH:6][CH:5]=[CH:4][CH:3]=1.[CH3:8][O:9][C:10]1[N:15]=[CH:14][C:13](B(O)O)=[CH:12][CH:11]=1.O.O=[CH:21][C:22]([OH:24])=[O:23]. The catalyst is C(#N)C. The product is [CH3:8][O:9][C:10]1[N:15]=[CH:14][C:13]([CH:21]([NH:1][C:2]2[CH:7]=[CH:6][CH:5]=[CH:4][CH:3]=2)[C:22]([OH:24])=[O:23])=[CH:12][CH:11]=1. The yield is 0.230.